From a dataset of Reaction yield outcomes from USPTO patents with 853,638 reactions. Predict the reaction yield, written as a fraction of the theoretical maximum amount of product (1.0 means a 100% yield; for example, 0.34 means a 34% yield). (1) The reactants are [F:1][C:2]1[CH:10]=[CH:9][C:8]([C:11]2[CH:16]=[CH:15][CH:14]=[C:13]([F:17])[CH:12]=2)=[CH:7][C:3]=1[C:4]([OH:6])=O.C(Cl)(=O)C(Cl)=O.[NH2:24][C:25]1[C:26]([CH3:33])=[C:27]([OH:32])[CH:28]=[CH:29][C:30]=1[CH3:31].C([O-])(O)=O.[Na+].Cl. The catalyst is C(Cl)Cl.C1COCC1.CN(C=O)C. The product is [F:1][C:2]1[CH:10]=[CH:9][C:8]([C:11]2[CH:16]=[CH:15][CH:14]=[C:13]([F:17])[CH:12]=2)=[CH:7][C:3]=1[C:4]([NH:24][C:25]1[C:30]([CH3:31])=[CH:29][CH:28]=[C:27]([OH:32])[C:26]=1[CH3:33])=[O:6]. The yield is 0.420. (2) The reactants are [Cl:1][C:2]1[CH:7]=[C:6]([O:8][C:9]2[CH:14]=[C:13]([F:15])[C:12]([N+:16]([O-])=O)=[CH:11][C:10]=2[F:19])[CH:5]=[CH:4][N:3]=1. The yield is 0.720. The product is [Cl:1][C:2]1[CH:7]=[C:6]([O:8][C:9]2[C:10]([F:19])=[CH:11][C:12]([NH2:16])=[C:13]([F:15])[CH:14]=2)[CH:5]=[CH:4][N:3]=1. The catalyst is CO.[Ni]. (3) The reactants are [N:1]1[N:9]2[C:4]([CH2:5][O:6][CH2:7][CH2:8]2)=[CH:3][C:2]=1[NH2:10].Br[C:12]1[C:13](=[O:20])[N:14]([CH3:19])[CH:15]=[C:16]([Br:18])[CH:17]=1.C(=O)([O-])[O-].[Cs+].[Cs+].CC1(C)C2C(=C(P(C3C=CC=CC=3)C3C=CC=CC=3)C=CC=2)OC2C(P(C3C=CC=CC=3)C3C=CC=CC=3)=CC=CC1=2. The catalyst is C1C=CC(/C=C/C(/C=C/C2C=CC=CC=2)=O)=CC=1.C1C=CC(/C=C/C(/C=C/C2C=CC=CC=2)=O)=CC=1.C1C=CC(/C=C/C(/C=C/C2C=CC=CC=2)=O)=CC=1.[Pd].[Pd].O1CCOCC1. The product is [Br:18][C:16]1[CH:17]=[C:12]([NH:10][C:2]2[CH:3]=[C:4]3[CH2:5][O:6][CH2:7][CH2:8][N:9]3[N:1]=2)[C:13](=[O:20])[N:14]([CH3:19])[CH:15]=1. The yield is 0.310. (4) The reactants are Br.[CH2:2]1[C:11]2[C:6](=[CH:7][C:8]([OH:12])=[CH:9][CH:10]=2)[CH2:5][CH2:4][NH:3]1.[C:13]([O:17][C:18]([CH3:21])([CH3:20])[CH3:19])(=[O:16])[CH:14]=[CH2:15].C(N(C(C)C)C(C)C)C. The catalyst is CO. The product is [OH:12][C:8]1[CH:7]=[C:6]2[C:11](=[CH:10][CH:9]=1)[CH2:2][N:3]([CH2:15][CH2:14][C:13]([O:17][C:18]([CH3:21])([CH3:20])[CH3:19])=[O:16])[CH2:4][CH2:5]2. The yield is 0.800.